From a dataset of Catalyst prediction with 721,799 reactions and 888 catalyst types from USPTO. Predict which catalyst facilitates the given reaction. (1) Reactant: [CH3:1][N:2]1[CH2:6][CH2:5][N:4]=[C:3]1[C:7]1[CH:12]=[CH:11][C:10]([NH:13][C:14](=[O:31])[CH:15]([CH2:27][C:28]([OH:30])=O)[NH:16][C:17]([NH:19][C:20]2[CH:25]=[CH:24][C:23]([Cl:26])=[CH:22][CH:21]=2)=[O:18])=[CH:9][CH:8]=1.Cl.[NH2:33][C:34]1[CH:39]=[CH:38][CH:37]=[CH:36][CH:35]=1.O=P(Cl)(Cl)Cl. Product: [CH3:1][N:2]1[CH2:6][CH2:5][N:4]=[C:3]1[C:7]1[CH:8]=[CH:9][C:10]([NH:13][C:14](=[O:31])[CH:15]([CH2:27][C:28]([NH:33][C:34]2[CH:39]=[CH:38][CH:37]=[CH:36][CH:35]=2)=[O:30])[NH:16][C:17]([NH:19][C:20]2[CH:21]=[CH:22][C:23]([Cl:26])=[CH:24][CH:25]=2)=[O:18])=[CH:11][CH:12]=1. The catalyst class is: 17. (2) Reactant: [NH2:1][C:2]1[N:7]=[C:6]([C:8]2[S:12][C:11]([C:13]([CH3:16])([CH3:15])[CH3:14])=[N:10][C:9]=2[C:17]2[C:18]([F:35])=[C:19]([NH:23][S:24]([C:27]3[C:32]([F:33])=[CH:31][CH:30]=[CH:29][C:28]=3[F:34])(=[O:26])=[O:25])[CH:20]=[CH:21][CH:22]=2)[CH:5]=[CH:4][N:3]=1.[CH3:36][S:37]([OH:40])(=[O:39])=[O:38]. Product: [CH3:36][S:37]([OH:40])(=[O:39])=[O:38].[NH2:1][C:2]1[N:7]=[C:6]([C:8]2[S:12][C:11]([C:13]([CH3:14])([CH3:15])[CH3:16])=[N:10][C:9]=2[C:17]2[C:18]([F:35])=[C:19]([NH:23][S:24]([C:27]3[C:32]([F:33])=[CH:31][CH:30]=[CH:29][C:28]=3[F:34])(=[O:25])=[O:26])[CH:20]=[CH:21][CH:22]=2)[CH:5]=[CH:4][N:3]=1. The catalyst class is: 32. (3) The catalyst class is: 3. Product: [CH2:1]([O:8][C:9]1[C:10]([C:19]([O:21][CH3:22])=[O:20])=[N:11][N:12]2[CH2:17][CH2:16][N:15]([CH3:24])[C:14](=[O:18])[C:13]=12)[C:2]1[CH:7]=[CH:6][CH:5]=[CH:4][CH:3]=1. Reactant: [CH2:1]([O:8][C:9]1[C:10]([C:19]([O:21][CH3:22])=[O:20])=[N:11][N:12]2[CH2:17][CH2:16][NH:15][C:14](=[O:18])[C:13]=12)[C:2]1[CH:7]=[CH:6][CH:5]=[CH:4][CH:3]=1.I[CH3:24].[H-].[Na+]. (4) Reactant: [CH:1]([Mg]Br)=[CH2:2].[CH2:5]([O:12][C:13]([N:15]1[CH2:20][CH2:19][C:18](=[O:21])[CH2:17][CH2:16]1)=[O:14])[C:6]1[CH:11]=[CH:10][CH:9]=[CH:8][CH:7]=1.[NH4+].[Cl-]. Product: [CH2:5]([O:12][C:13]([N:15]1[CH2:20][CH2:19][C:18]([OH:21])([CH:1]=[CH2:2])[CH2:17][CH2:16]1)=[O:14])[C:6]1[CH:11]=[CH:10][CH:9]=[CH:8][CH:7]=1. The catalyst class is: 280. (5) Reactant: [Cl:1][CH2:2][C:3]([NH:5][CH2:6][C:7]1[CH:12]=[CH:11][CH:10]=[CH:9][CH:8]=1)=[O:4].Cl.Cl.[Cl:15][C:16]1[C:25]([O:26][CH3:27])=[CH:24][CH:23]=[C:22]2[C:17]=1[CH:18]=[CH:19][C:20]([C:28]([CH:30]([N:32]1[CH2:37][CH2:36][NH:35][CH2:34][CH2:33]1)[CH3:31])=[O:29])=[CH:21]2.C([O-])([O-])=O.[K+].[K+]. Product: [ClH:1].[ClH:15].[Cl:15][C:16]1[C:25]([O:26][CH3:27])=[CH:24][CH:23]=[C:22]2[C:17]=1[CH:18]=[CH:19][C:20]([C:28]([CH:30]([N:32]1[CH2:33][CH2:34][N:35]([CH2:2][C:3]([NH:5][CH2:6][C:7]3[CH:12]=[CH:11][CH:10]=[CH:9][CH:8]=3)=[O:4])[CH2:36][CH2:37]1)[CH3:31])=[O:29])=[CH:21]2. The catalyst class is: 21. (6) Reactant: I[C:2]1[CH:7]=[CH:6][C:5]([I:8])=[CH:4][CH:3]=1.C([Mg]Cl)(C)C.[Li+].[Cl-].C[Si](Cl)(C)C.[C:21]1(=[O:27])[CH2:26][CH2:25][CH2:24][CH:23]=[CH:22]1. Product: [I:8][C:5]1[CH:6]=[CH:7][C:2]([CH:23]2[CH2:24][CH2:25][CH2:26][C:21](=[O:27])[CH2:22]2)=[CH:3][CH:4]=1. The catalyst class is: 356. (7) Reactant: Cl[C:2]1[N:6]([CH2:7][CH2:8][CH2:9][C:10]([O:12][CH2:13][CH3:14])=[O:11])[C:5]2[C:15]([CH:20]([CH2:23][CH3:24])[CH2:21][CH3:22])=[CH:16][CH:17]=[C:18]([Cl:19])[C:4]=2[N:3]=1.Cl.[CH3:26][O:27][C:28]1[C:33]([NH2:34])=[CH:32][CH:31]=[C:30]([O:35][CH3:36])[N:29]=1.C(=O)(O)[O-].[Na+]. Product: [Cl:19][C:18]1[C:4]2[N:3]=[C:2]([NH:34][C:33]3[C:28]([O:27][CH3:26])=[N:29][C:30]([O:35][CH3:36])=[CH:31][CH:32]=3)[N:6]([CH2:7][CH2:8][CH2:9][C:10]([O:12][CH2:13][CH3:14])=[O:11])[C:5]=2[C:15]([CH:20]([CH2:23][CH3:24])[CH2:21][CH3:22])=[CH:16][CH:17]=1. The catalyst class is: 60. (8) The catalyst class is: 353. Reactant: [OH-].[Na+].[F:3][C:4]1[CH:5]=[C:6]([C@@H:11]([C:37]2[CH:42]=[CH:41][C:40]([S:43]([CH3:46])(=[O:45])=[O:44])=[CH:39][CH:38]=2)[CH2:12][CH2:13][N:14]2[CH2:19][CH2:18][CH:17]([CH2:20][CH2:21][S:22]([C:25]3[CH:36]=[CH:35][C:28]([O:29][CH2:30][C:31]([O:33]C)=[O:32])=[CH:27][CH:26]=3)(=[O:24])=[O:23])[CH2:16][CH2:15]2)[CH:7]=[C:8]([F:10])[CH:9]=1. Product: [F:10][C:8]1[CH:7]=[C:6]([C@@H:11]([C:37]2[CH:42]=[CH:41][C:40]([S:43]([CH3:46])(=[O:45])=[O:44])=[CH:39][CH:38]=2)[CH2:12][CH2:13][N:14]2[CH2:15][CH2:16][CH:17]([CH2:20][CH2:21][S:22]([C:25]3[CH:36]=[CH:35][C:28]([O:29][CH2:30][C:31]([OH:33])=[O:32])=[CH:27][CH:26]=3)(=[O:24])=[O:23])[CH2:18][CH2:19]2)[CH:5]=[C:4]([F:3])[CH:9]=1.